From a dataset of Forward reaction prediction with 1.9M reactions from USPTO patents (1976-2016). Predict the product of the given reaction. (1) Given the reactants [CH:1]1([NH:4][C:5]([C:7]2[CH:8]=[CH:9][C:10]([CH3:30])=[C:11]([C:13]3[C:14]([C:27](O)=[O:28])=[CH:15][C:16]([C:19]([NH:21][CH2:22][C:23]([CH3:26])([CH3:25])[CH3:24])=[O:20])=[CH:17][CH:18]=3)[CH:12]=2)=[O:6])[CH2:3][CH2:2]1.CN(C(ON1N=NC2C=CC=CC1=2)=[N+](C)C)C.F[P-](F)(F)(F)(F)F.CCN(CC)CC.[NH2:62][CH2:63][CH2:64][CH2:65][OH:66], predict the reaction product. The product is: [CH:1]1([NH:4][C:5]([C:7]2[CH:12]=[C:11]([C:13]3[C:14]([C:27]([NH:62][CH2:63][CH2:64][CH2:65][OH:66])=[O:28])=[CH:15][C:16]([C:19]([NH:21][CH2:22][C:23]([CH3:26])([CH3:24])[CH3:25])=[O:20])=[CH:17][CH:18]=3)[C:10]([CH3:30])=[CH:9][CH:8]=2)=[O:6])[CH2:3][CH2:2]1. (2) Given the reactants [CH3:1][C:2]1([CH3:16])[C:6]([CH3:8])([CH3:7])[O:5][B:4]([C:9]2[CH:14]=[CH:13][CH:12]=[CH:11][C:10]=2[OH:15])[O:3]1.Br[CH2:18][CH2:19][CH2:20][CH2:21][NH:22][C:23](=[O:29])[O:24][C:25]([CH3:28])([CH3:27])[CH3:26].N1C=CC(COC2C=CC=CC=2B2OC(C)(C)C(C)(C)O2)=CC=1, predict the reaction product. The product is: [C:25]([O:24][C:23]([NH:22][CH2:21][CH2:20][CH2:19][CH2:18][O:15][C:10]1[CH:11]=[CH:12][CH:13]=[CH:14][C:9]=1[B:4]1[O:3][C:2]([CH3:16])([CH3:1])[C:6]([CH3:7])([CH3:8])[O:5]1)=[O:29])([CH3:28])([CH3:27])[CH3:26]. (3) Given the reactants Cl.[Br:2][C:3]1[N:4]=[C:5]([CH2:11]Cl)[N:6]([CH2:9][CH3:10])[C:7]=1[CH3:8].C([O-])([O-])=O.[K+].[K+].[F:19][C:20]1[CH:25]=[CH:24][CH:23]=[C:22]([C:26]2[NH:27][CH:28]=[CH:29][N:30]=2)[N:21]=1.O, predict the reaction product. The product is: [Br:2][C:3]1[N:4]=[C:5]([CH2:11][N:30]2[CH:29]=[CH:28][N:27]=[C:26]2[C:22]2[CH:23]=[CH:24][CH:25]=[C:20]([F:19])[N:21]=2)[N:6]([CH2:9][CH3:10])[C:7]=1[CH3:8].